Dataset: Catalyst prediction with 721,799 reactions and 888 catalyst types from USPTO. Task: Predict which catalyst facilitates the given reaction. (1) Product: [Cl:29][C:5]1[C:6]2[CH:12]([CH3:13])[CH2:11][N:10]([C:14](=[O:19])[C:15]([F:18])([F:16])[F:17])[CH2:9][CH2:8][C:7]=2[N:20]=[C:3]([O:2][CH3:1])[C:4]=1[NH2:21]. The catalyst class is: 23. Reactant: [CH3:1][O:2][C:3]1[C:4]([NH2:21])=[CH:5][C:6]2[CH:12]([CH3:13])[CH2:11][N:10]([C:14](=[O:19])[C:15]([F:18])([F:17])[F:16])[CH2:9][CH2:8][C:7]=2[N:20]=1.C1C(=O)N([Cl:29])C(=O)C1. (2) Reactant: [OH:1][CH:2]1[CH2:7][CH2:6][NH:5][CH2:4][CH2:3]1.[CH2:8]([CH:10]([NH:13][C:14]([N:16]1[C:24]2[C:19](=[CH:20][C:21]([O:25][C:26]3[CH:31]=[CH:30][N:29]=[C:28]([NH:32][C:33](=[O:41])OC4C=CC=CC=4)[CH:27]=3)=[CH:22][CH:23]=2)[CH:18]=[CH:17]1)=[O:15])[CH2:11][CH3:12])[CH3:9].C(C(NC(N1C2C(=CC(OC3C=CN=C(NC(N4CCC(N5CCCC5)CC4)=O)C=3)=CC=2)C=C1)=O)CC)C. Product: [CH2:11]([CH:10]([NH:13][C:14]([N:16]1[C:24]2[C:19](=[CH:20][C:21]([O:25][C:26]3[CH:31]=[CH:30][N:29]=[C:28]([NH:32][C:33]([N:5]4[CH2:6][CH2:7][CH:2]([OH:1])[CH2:3][CH2:4]4)=[O:41])[CH:27]=3)=[CH:22][CH:23]=2)[CH:18]=[CH:17]1)=[O:15])[CH2:8][CH3:9])[CH3:12]. The catalyst class is: 9. (3) Reactant: Cl.[CH3:2][O:3][C:4]1[CH:5]=[C:6]2[C:11](=[CH:12][C:13]=1[O:14][CH2:15]N1CCCCC1)[N:10]=[CH:9][N:8]([CH2:22][O:23][C:24](=[O:29])[C:25]([CH3:28])([CH3:27])[CH3:26])[C:7]2=[O:30].[CH2:31]([N:33]([CH2:36][CH3:37])[CH2:34][CH3:35])[CH3:32].[C:38](=O)([O-])[O-].[K+].[K+].[CH:44]([S:46](C)(=[O:48])=[O:47])=C. Product: [CH3:2][O:3][C:4]1[CH:5]=[C:6]2[C:11](=[CH:12][C:13]=1[O:14][CH2:15][CH:38]1[CH2:35][CH2:34][N:33]([CH2:36][CH2:37][S:46]([CH3:44])(=[O:48])=[O:47])[CH2:31][CH2:32]1)[N:10]=[CH:9][N:8]([CH2:22][O:23][C:24](=[O:29])[C:25]([CH3:27])([CH3:28])[CH3:26])[C:7]2=[O:30]. The catalyst class is: 100.